This data is from Reaction yield outcomes from USPTO patents with 853,638 reactions. The task is: Predict the reaction yield, written as a fraction of the theoretical maximum amount of product (1.0 means a 100% yield; for example, 0.34 means a 34% yield). (1) The reactants are [CH2:1]([O:3][C:4]1[CH:9]=[CH:8][CH:7]=[CH:6][C:5]=1[C:10]1[N:15]=[CH:14][N:13]=[C:12]([NH:16][C:17]([CH:19]2[CH2:24][CH2:23][NH:22][CH2:21][CH2:20]2)=[O:18])[CH:11]=1)[CH3:2].C(=O)([O-])[O-].[K+].[K+].Br[CH:32]([CH3:34])[CH3:33]. The catalyst is CN(C=O)C. The product is [CH2:1]([O:3][C:4]1[CH:9]=[CH:8][CH:7]=[CH:6][C:5]=1[C:10]1[N:15]=[CH:14][N:13]=[C:12]([NH:16][C:17]([CH:19]2[CH2:24][CH2:23][N:22]([CH:32]([CH3:34])[CH3:33])[CH2:21][CH2:20]2)=[O:18])[CH:11]=1)[CH3:2]. The yield is 0.510. (2) The reactants are [C:1]([C:5]1[NH:6][C:7]2[C:12]([CH:13]=1)=[CH:11][C:10]([N+:14]([O-])=O)=[CH:9][C:8]=2[C:17]([O-:19])=[O:18])([CH3:4])([CH3:3])[CH3:2].[CH3:20]O. The yield is 0.680. The catalyst is [Ni]. The product is [NH2:14][C:10]1[CH:11]=[C:12]2[C:7](=[C:8]([C:17]([O:19][CH3:20])=[O:18])[CH:9]=1)[NH:6][C:5]([C:1]([CH3:4])([CH3:3])[CH3:2])=[CH:13]2. (3) The reactants are Br.[NH2:2][C:3]12[CH2:10][CH2:9][C:6]([C:11]([O:13][CH2:14][CH3:15])=[O:12])([CH2:7][CH2:8]1)[CH2:5][CH2:4]2.C(=O)([O-])[O-].[K+].[K+].CN(C)C=O.[F:27][C@@H:28]1[CH2:32][N:31]([C:33](=[O:45])[CH2:34]OS(C2C=CC=CC=2)(=O)=O)[C@H:30]([C:46]#[N:47])[CH2:29]1. The catalyst is O. The product is [CH2:14]([O:13][C:11]([C:6]12[CH2:5][CH2:4][C:3]([NH:2][CH2:34][C:33]([N:31]3[CH2:32][C@@H:28]([F:27])[CH2:29][C@H:30]3[C:46]#[N:47])=[O:45])([CH2:10][CH2:9]1)[CH2:8][CH2:7]2)=[O:12])[CH3:15]. The yield is 0.830. (4) The reactants are C([O:3][C:4](=[O:27])[CH2:5][CH2:6][CH2:7][O:8][C:9]1[C:14]([F:15])=[CH:13][C:12]([C:16]2[CH:21]=[CH:20][CH:19]=[C:18]([S:22][CH:23]([CH3:25])[CH3:24])[N:17]=2)=[CH:11][C:10]=1[F:26])C. The catalyst is [OH-].[Na+].C1COCC1.CCO. The product is [F:26][C:10]1[CH:11]=[C:12]([C:16]2[CH:21]=[CH:20][CH:19]=[C:18]([S:22][CH:23]([CH3:24])[CH3:25])[N:17]=2)[CH:13]=[C:14]([F:15])[C:9]=1[O:8][CH2:7][CH2:6][CH2:5][C:4]([OH:27])=[O:3]. The yield is 0.850. (5) The reactants are [N:1]1[CH:6]=[CH:5][CH:4]=[CH:3][C:2]=1[C:7]1[C:15]2[C:10](=[N:11][CH:12]=[C:13]([N+:16]([O-])=O)[CH:14]=2)[NH:9][N:8]=1.[Sn](Cl)Cl.C(=O)(O)[O-].[Na+]. The catalyst is C(OCC)(=O)C.CO. The product is [N:1]1[CH:6]=[CH:5][CH:4]=[CH:3][C:2]=1[C:7]1[C:15]2[C:10](=[N:11][CH:12]=[C:13]([NH2:16])[CH:14]=2)[NH:9][N:8]=1. The yield is 0.590. (6) The reactants are Br[C:2]1[CH:3]=[C:4]2[C:9](=[CH:10][CH:11]=1)[N:8]=[CH:7][N:6]([C:12](=[O:16])[CH2:13][CH2:14][OH:15])[C:5]2=[O:17].[CH3:18][C:19]1[CH:24]=[CH:23][CH:22]=[C:21]([CH3:25])[C:20]=1B(O)O.C(=O)([O-])[O-].[K+].[K+].C1(P(C2C=CC=CC=2)C2C=CC=CC=2)C=CC=CC=1.C(=O)(O)[O-]. The catalyst is CN(C)C(=O)C.C(O)C.O.C1C=CC(/C=C/C(/C=C/C2C=CC=CC=2)=O)=CC=1.C1C=CC(/C=C/C(/C=C/C2C=CC=CC=2)=O)=CC=1.C1C=CC(/C=C/C(/C=C/C2C=CC=CC=2)=O)=CC=1.[Pd].[Pd].C(Cl)Cl. The product is [CH3:18][C:19]1[CH:24]=[CH:23][CH:22]=[C:21]([CH3:25])[C:20]=1[C:2]1[CH:3]=[C:4]2[C:9](=[CH:10][CH:11]=1)[N:8]=[CH:7][N:6]([C:12](=[O:16])[CH2:13][CH2:14][OH:15])[C:5]2=[O:17]. The yield is 0.490. (7) The reactants are O[CH:2]([C:6]1[CH:11]=[CH:10][C:9]([CH:12]([CH3:14])[CH3:13])=[CH:8][CH:7]=1)[C:3]([OH:5])=[O:4].[CH3:15][C:16]1[C:21]([CH3:22])=[CH:20][C:19]([CH3:23])=[CH:18][C:17]=1O.S(=O)(=O)(O)O. The catalyst is O. The product is [CH:12]([C:9]1[CH:10]=[CH:11][C:6]([CH:2]2[C:18]3[C:19]([CH3:23])=[CH:20][C:21]([CH3:22])=[C:16]([CH3:15])[C:17]=3[O:5][C:3]2=[O:4])=[CH:7][CH:8]=1)([CH3:14])[CH3:13]. The yield is 0.650.